This data is from Forward reaction prediction with 1.9M reactions from USPTO patents (1976-2016). The task is: Predict the product of the given reaction. (1) The product is: [Br:21][C:22]1[CH:30]=[CH:29][CH:28]=[C:27]2[C:23]=1[CH2:24][CH2:25][N:26]2[C:16](=[O:18])[CH2:15][C:3]1[N:2]([CH3:1])[C:7](=[O:8])[CH:6]=[C:5]([N:9]2[CH2:10][CH2:11][O:12][CH2:13][CH2:14]2)[N:4]=1. Given the reactants [CH3:1][N:2]1[C:7](=[O:8])[CH:6]=[C:5]([N:9]2[CH2:14][CH2:13][O:12][CH2:11][CH2:10]2)[N:4]=[C:3]1[CH2:15][C:16]([O-:18])=O.[Na+].Cl.[Br:21][C:22]1[CH:30]=[CH:29][CH:28]=[C:27]2[C:23]=1[CH2:24][CH2:25][NH:26]2.Cl.CN(C)CCCN=C=NCC, predict the reaction product. (2) Given the reactants [CH2:1]([O:4][CH2:5][C:6]1[CH:11]=[C:10]([Cl:12])[C:9]([CH2:13][C:14]2[CH:19]=[CH:18][C:17]([CH2:20][CH3:21])=[CH:16][CH:15]=2)=[CH:8][C:7]=1[C:22]1(OC)[C@H:27]([OH:28])[C@@H:26]([OH:29])[C@H:25]([OH:30])[C@@H:24]([CH2:31][OH:32])[O:23]1)[CH:2]=[CH2:3].C(Cl)Cl.C([SiH](CC)CC)C.B(F)(F)F.CCOCC, predict the reaction product. The product is: [CH2:1]([O:4][CH2:5][C:6]1[CH:11]=[C:10]([Cl:12])[C:9]([CH2:13][C:14]2[CH:19]=[CH:18][C:17]([CH2:20][CH3:21])=[CH:16][CH:15]=2)=[CH:8][C:7]=1[C@H:22]1[C@H:27]([OH:28])[C@@H:26]([OH:29])[C@H:25]([OH:30])[C@@H:24]([CH2:31][OH:32])[O:23]1)[CH:2]=[CH2:3].